Dataset: NCI-60 drug combinations with 297,098 pairs across 59 cell lines. Task: Regression. Given two drug SMILES strings and cell line genomic features, predict the synergy score measuring deviation from expected non-interaction effect. (1) Drug 1: CC1=C2C(C(=O)C3(C(CC4C(C3C(C(C2(C)C)(CC1OC(=O)C(C(C5=CC=CC=C5)NC(=O)OC(C)(C)C)O)O)OC(=O)C6=CC=CC=C6)(CO4)OC(=O)C)O)C)O. Drug 2: CC1C(C(CC(O1)OC2CC(CC3=C2C(=C4C(=C3O)C(=O)C5=CC=CC=C5C4=O)O)(C(=O)C)O)N)O. Cell line: UO-31. Synergy scores: CSS=46.1, Synergy_ZIP=-0.786, Synergy_Bliss=2.70, Synergy_Loewe=1.10, Synergy_HSA=2.79. (2) Drug 1: CC1C(C(CC(O1)OC2CC(OC(C2O)C)OC3=CC4=CC5=C(C(=O)C(C(C5)C(C(=O)C(C(C)O)O)OC)OC6CC(C(C(O6)C)O)OC7CC(C(C(O7)C)O)OC8CC(C(C(O8)C)O)(C)O)C(=C4C(=C3C)O)O)O)O. Drug 2: CC1=C(N=C(N=C1N)C(CC(=O)N)NCC(C(=O)N)N)C(=O)NC(C(C2=CN=CN2)OC3C(C(C(C(O3)CO)O)O)OC4C(C(C(C(O4)CO)O)OC(=O)N)O)C(=O)NC(C)C(C(C)C(=O)NC(C(C)O)C(=O)NCCC5=NC(=CS5)C6=NC(=CS6)C(=O)NCCC[S+](C)C)O. Cell line: HS 578T. Synergy scores: CSS=55.5, Synergy_ZIP=2.32, Synergy_Bliss=4.22, Synergy_Loewe=-13.2, Synergy_HSA=3.52. (3) Drug 1: CN1C(=O)N2C=NC(=C2N=N1)C(=O)N. Drug 2: CC1CCCC2(C(O2)CC(NC(=O)CC(C(C(=O)C(C1O)C)(C)C)O)C(=CC3=CSC(=N3)C)C)C. Cell line: SF-268. Synergy scores: CSS=30.4, Synergy_ZIP=2.79, Synergy_Bliss=1.47, Synergy_Loewe=-25.8, Synergy_HSA=0.561. (4) Drug 1: CN(C)N=NC1=C(NC=N1)C(=O)N. Drug 2: CC1CCC2CC(C(=CC=CC=CC(CC(C(=O)C(C(C(=CC(C(=O)CC(OC(=O)C3CCCCN3C(=O)C(=O)C1(O2)O)C(C)CC4CCC(C(C4)OC)OCCO)C)C)O)OC)C)C)C)OC. Cell line: MALME-3M. Synergy scores: CSS=15.2, Synergy_ZIP=-0.528, Synergy_Bliss=-2.28, Synergy_Loewe=-15.9, Synergy_HSA=-4.08. (5) Drug 1: CN1C2=C(C=C(C=C2)N(CCCl)CCCl)N=C1CCCC(=O)O.Cl. Drug 2: C1CC(=O)NC(=O)C1N2C(=O)C3=CC=CC=C3C2=O. Cell line: SNB-75. Synergy scores: CSS=1.87, Synergy_ZIP=-0.201, Synergy_Bliss=0.731, Synergy_Loewe=0.00115, Synergy_HSA=0.0929.